Dataset: Forward reaction prediction with 1.9M reactions from USPTO patents (1976-2016). Task: Predict the product of the given reaction. Given the reactants [Cl:1][S:2]([OH:5])(=O)=[O:3].[Cl:6][C:7]1[S:8][C:9]([Cl:13])=[CH:10][C:11]=1[Cl:12], predict the reaction product. The product is: [Cl:13][C:9]1[S:8][C:7]([Cl:6])=[C:11]([Cl:12])[C:10]=1[S:2]([Cl:1])(=[O:5])=[O:3].